This data is from Forward reaction prediction with 1.9M reactions from USPTO patents (1976-2016). The task is: Predict the product of the given reaction. (1) Given the reactants Cl[C:2]1[C:11]([C:12]#[N:13])=[C:10]([C:14]2[CH:19]=[CH:18][CH:17]=[CH:16][CH:15]=2)[C:9]2[C:4](=[CH:5][CH:6]=[C:7]([Cl:20])[CH:8]=2)[N:3]=1.[CH2:21]([NH:23][CH2:24][CH3:25])[CH3:22], predict the reaction product. The product is: [Cl:20][C:7]1[CH:8]=[C:9]2[C:4](=[CH:5][CH:6]=1)[N:3]=[C:2]([N:23]([CH2:24][CH3:25])[CH2:21][CH3:22])[C:11]([C:12]#[N:13])=[C:10]2[C:14]1[CH:19]=[CH:18][CH:17]=[CH:16][CH:15]=1. (2) Given the reactants [C:1]([CH:4]1[NH:9][CH2:8][CH2:7][N:6]([C:10]([O:12][C:13]([CH3:16])([CH3:15])[CH3:14])=[O:11])[CH2:5]1)(=[O:3])[NH2:2].C=O.[C:19](O[BH-](OC(=O)C)OC(=O)C)(=O)C.[Na+], predict the reaction product. The product is: [C:1]([CH:4]1[N:9]([CH3:19])[CH2:8][CH2:7][N:6]([C:10]([O:12][C:13]([CH3:16])([CH3:15])[CH3:14])=[O:11])[CH2:5]1)(=[O:3])[NH2:2]. (3) Given the reactants [Cl:1][C:2]1[CH:7]=[CH:6][C:5]([C:8]2[C:12]([CH2:13][O:14][C:15]3[CH:23]=[CH:22][C:18]([C:19]([OH:21])=O)=[CH:17][N:16]=3)=[CH:11][O:10][N:9]=2)=[CH:4][CH:3]=1.[CH3:24][CH:25]([NH2:30])[C:26]([F:29])([F:28])[F:27], predict the reaction product. The product is: [Cl:1][C:2]1[CH:3]=[CH:4][C:5]([C:8]2[C:12]([CH2:13][O:14][C:15]3[CH:23]=[CH:22][C:18]([C:19]([NH:30][C@@H:25]([CH3:24])[C:26]([F:29])([F:28])[F:27])=[O:21])=[CH:17][N:16]=3)=[CH:11][O:10][N:9]=2)=[CH:6][CH:7]=1. (4) Given the reactants Cl.[NH:2]1[CH2:7][CH2:6][CH2:5][C@@H:4]([OH:8])[CH2:3]1.[H-].[Na+].Cl[C:12]1[C:20]2[C:19]3[CH:21]=[C:22]([C:25]#[N:26])[N:23]=[CH:24][C:18]=3[N:17]([CH2:27][O:28][CH2:29][CH2:30][Si:31]([CH3:34])([CH3:33])[CH3:32])[C:16]=2[N:15]=[CH:14][CH:13]=1, predict the reaction product. The product is: [NH:2]1[CH2:7][CH2:6][CH2:5][C@@H:4]([O:8][C:12]2[C:20]3[C:19]4[CH:21]=[C:22]([C:25]#[N:26])[N:23]=[CH:24][C:18]=4[N:17]([CH2:27][O:28][CH2:29][CH2:30][Si:31]([CH3:34])([CH3:33])[CH3:32])[C:16]=3[N:15]=[CH:14][CH:13]=2)[CH2:3]1. (5) Given the reactants [C:1]1([CH2:7][CH2:8][CH2:9][NH2:10])C=CC=CC=1.[CH2:11]1[C:19]2[C:14](=[CH:15][CH:16]=[CH:17][CH:18]=2)[CH2:13][N:12]1[C:20]([NH:22][C:23]1[CH:24]=[CH:25][C:26]([C:29]([OH:31])=O)=[N:27][CH:28]=1)=[O:21].C1C2C(=CC=CC=2)CN1[C:41](NC1C=CC(C(O)=O)=CC=1)=[O:42], predict the reaction product. The product is: [O:42]1[CH2:1][CH2:7][CH:8]([CH2:9][NH:10][C:29]([C:26]2[N:27]=[CH:28][C:23]([NH:22][C:20]([N:12]3[CH2:11][C:19]4[C:14](=[CH:15][CH:16]=[CH:17][CH:18]=4)[CH2:13]3)=[O:21])=[CH:24][CH:25]=2)=[O:31])[CH2:41]1. (6) Given the reactants [CH2:1]([O:8][C:9]([NH:11][C@@H]1[C@H](C(O)=O)CC=CC1)=[O:10])[C:2]1[CH:7]=[CH:6][CH:5]=[CH:4][CH:3]=1.C1N=CN(C(N2C=NC=C2)=O)C=1.O, predict the reaction product. The product is: [CH2:1]([O:8][C:9](=[O:10])[NH2:11])[C:2]1[CH:7]=[CH:6][CH:5]=[CH:4][CH:3]=1. (7) Given the reactants Cl[C:2]1[CH:7]=[CH:6][N:5]=[CH:4][C:3]=1[C:8]#[N:9].Cl[C:11]1C=C(Cl)C=C(C)[C:12]=1[S:19](CC)(=O)=O.C([S-])C.[Na+], predict the reaction product. The product is: [CH2:12]([S:19][C:2]1[CH:7]=[CH:6][N:5]=[CH:4][C:3]=1[C:8]#[N:9])[CH3:11].